From a dataset of Reaction yield outcomes from USPTO patents with 853,638 reactions. Predict the reaction yield, written as a fraction of the theoretical maximum amount of product (1.0 means a 100% yield; for example, 0.34 means a 34% yield). (1) The reactants are [CH3:1][C:2]1[O:6][N:5]=[C:4]([C:7]2[CH:12]=[CH:11][CH:10]=[CH:9][CH:8]=2)[C:3]=1[CH2:13][OH:14].O[C:16]1[CH:21]=[CH:20][C:19]([Br:22])=[CH:18][N:17]=1.C1(P(C2C=CC=CC=2)C2C=CC=CC=2)C=CC=CC=1.N(C(OCC)=O)=NC(OCC)=O. The catalyst is C1COCC1. The product is [Br:22][C:19]1[CH:20]=[CH:21][C:16]([O:14][CH2:13][C:3]2[C:4]([C:7]3[CH:12]=[CH:11][CH:10]=[CH:9][CH:8]=3)=[N:5][O:6][C:2]=2[CH3:1])=[N:17][CH:18]=1. The yield is 0.420. (2) The reactants are [O:1]1[CH2:6]C[CH2:4][O:3][CH:2]1[C:7]1[CH:8]=[CH:9][C:10]([C:13]2[S:21][C:20]3[C:15](=[N:16][CH:17]=[CH:18][C:19]=3[O:22][C:23]3[CH:28]=[CH:27][C:26]([N+:29]([O-:31])=[O:30])=[CH:25][C:24]=3[F:32])[CH:14]=2)=[N:11][CH:12]=1.O1CCOC1C1C=CC(C2SC3C(=NC=CC=3Cl)C=2)=NC=1. No catalyst specified. The product is [O:1]1[CH2:6][CH2:4][O:3][CH:2]1[C:7]1[CH:8]=[CH:9][C:10]([C:13]2[S:21][C:20]3[C:15](=[N:16][CH:17]=[CH:18][C:19]=3[O:22][C:23]3[CH:28]=[CH:27][C:26]([N+:29]([O-:31])=[O:30])=[CH:25][C:24]=3[F:32])[CH:14]=2)=[N:11][CH:12]=1. The yield is 0.720. (3) The reactants are [Li+].CC([N-]C(C)C)C.[CH2:9]([O:11][C:12](=[O:25])[CH2:13][CH:14]1[C:19](=[O:20])[NH:18][C:17]2[CH:21]=[CH:22][CH:23]=[CH:24][C:16]=2[S:15]1)[CH3:10].Br[CH2:27][C:28]([OH:30])=[O:29].Cl. The catalyst is C1COCC1.C(OCC)C. The product is [C:28]([CH2:27][N:18]1[C:19](=[O:20])[CH:14]([CH2:13][C:12]([O:11][CH2:9][CH3:10])=[O:25])[S:15][C:16]2[CH:24]=[CH:23][CH:22]=[CH:21][C:17]1=2)([OH:30])=[O:29]. The yield is 0.500. (4) The reactants are [F:1][C:2]([F:20])([F:19])[C:3]1[N:7]2[N:8]=[C:9]([N:12]3[CH2:17][CH2:16][CH:15]([OH:18])[CH2:14][CH2:13]3)[CH:10]=[CH:11][C:6]2=[N:5][N:4]=1. The catalyst is [Pd].CO. The product is [F:20][C:2]([F:1])([F:19])[C:3]1[N:7]2[N:8]=[C:9]([N:12]3[CH2:17][CH2:16][CH:15]([OH:18])[CH2:14][CH2:13]3)[CH2:10][CH2:11][C:6]2=[N:5][N:4]=1. The yield is 0.980. (5) The reactants are [NH:1]1[CH:5]=[N:4][C:3]([NH2:6])=[N:2]1.O=[C:8]1[CH2:11][CH:10]([C:12]([O:14][CH2:15][CH2:16][CH3:17])=[O:13])[CH2:9]1.C([BH3-])#N.[Na+].O. The catalyst is C(O)(=O)C. The product is [N:1]1[N:2]=[C:3]([NH:6][CH:8]2[CH2:11][CH:10]([C:12]([O:14][CH2:15][CH2:16][CH3:17])=[O:13])[CH2:9]2)[NH:4][CH:5]=1. The yield is 0.490. (6) The reactants are Cl[C:2]1[C:6]([C:7]2[CH:8]=[N:9][CH:10]=[CH:11][CH:12]=2)=[N:5][S:4][N:3]=1.[F-:13].[K+]. The catalyst is CN(C)C(=O)C.[Cl-].C[N+](C)(C)C.C(OCC)(=O)C. The product is [F:13][C:2]1[C:6]([C:7]2[CH:8]=[N:9][CH:10]=[CH:11][CH:12]=2)=[N:5][S:4][N:3]=1. The yield is 0.640. (7) The reactants are Br[C:2]1[CH:3]=[C:4]2[C:8](=[CH:9][CH:10]=1)[CH:7]([NH:11][C:12](=[O:18])[O:13][C:14]([CH3:17])([CH3:16])[CH3:15])[CH2:6][CH2:5]2.[C:19]([O:23][CH3:24])(=[O:22])[CH:20]=[CH2:21]. The catalyst is C(N(CC)CC)C.C([O-])(=O)C.[Pd+2].C([O-])(=O)C.CC1C=CC=CC=1P(C1C=CC=CC=1C)C1C=CC=CC=1C. The product is [C:14]([O:13][C:12]([NH:11][CH:7]1[C:8]2[C:4](=[CH:3][C:2](/[CH:21]=[CH:20]/[C:19]([O:23][CH3:24])=[O:22])=[CH:10][CH:9]=2)[CH2:5][CH2:6]1)=[O:18])([CH3:17])([CH3:16])[CH3:15]. The yield is 0.750. (8) The reactants are CS(O[C@H:6]1[CH2:10][CH2:9][N:8]([CH2:11][C:12]2[CH:17]=[CH:16][CH:15]=[CH:14][CH:13]=2)[CH2:7]1)(=O)=O.[C-:18]#[N:19].[Na+]. The catalyst is CN(C=O)C. The product is [C:12]1([CH2:11][N:8]2[CH2:9][CH2:10][C@@H:6]([C:18]#[N:19])[CH2:7]2)[CH:17]=[CH:16][CH:15]=[CH:14][CH:13]=1. The yield is 0.260. (9) The reactants are [N+:1]([C:4]1[CH:9]=[C:8]([C:10]([F:13])([F:12])[F:11])[CH:7]=[CH:6][C:5]=1[NH:14][CH:15]([CH2:22][CH3:23])[CH2:16]OS(C)(=O)=O)([O-])=O.C([O-])([O-])=O.[K+].[K+]. The catalyst is CN1C(=O)CCC1.[I-].C([N+](CCCC)(CCCC)CCCC)CCC.[Pd]. The product is [CH2:22]([CH:15]1[CH2:16][NH:1][C:4]2[C:5](=[CH:6][CH:7]=[C:8]([C:10]([F:13])([F:12])[F:11])[CH:9]=2)[NH:14]1)[CH3:23]. The yield is 0.340. (10) The catalyst is CN(C=O)C. The product is [C:24]([O:27][C:8]1[CH:7]=[C:6]2[C:5]([CH:4]=[C:3]([C:2]([CH3:1])([CH3:21])[CH3:22])[NH:15]2)=[CH:10][C:9]=1[N+:11]([O-:13])=[O:12])([CH3:26])([CH3:25])[CH3:23]. The yield is 0.210. The reactants are [CH3:1][C:2]([CH3:22])([CH3:21])[C:3]#[C:4][C:5]1[CH:10]=[C:9]([N+:11]([O-:13])=[O:12])[C:8](F)=[CH:7][C:6]=1[NH:15]C(=O)CCC.[CH3:23][C:24]([O-:27])([CH3:26])[CH3:25].[K+].O.